Dataset: Full USPTO retrosynthesis dataset with 1.9M reactions from patents (1976-2016). Task: Predict the reactants needed to synthesize the given product. Given the product [Si:1]([O:8][CH2:9][C@@:10]1([CH3:30])[S:16][CH2:15][CH2:14][N:13]2[C:17]([C:20]3([C:23]4[CH:28]=[CH:27][C:26]([C:35]5[CH:34]=[N:33][N:32]([CH3:31])[CH:36]=5)=[CH:25][CH:24]=4)[CH2:22][CH2:21]3)=[N:18][N:19]=[C:12]2[CH2:11]1)([C:4]([CH3:7])([CH3:6])[CH3:5])([CH3:3])[CH3:2], predict the reactants needed to synthesize it. The reactants are: [Si:1]([O:8][CH2:9][C@@:10]1([CH3:30])[S:16][CH2:15][CH2:14][N:13]2[C:17]([C:20]3([C:23]4[CH:28]=[CH:27][C:26](Cl)=[CH:25][CH:24]=4)[CH2:22][CH2:21]3)=[N:18][N:19]=[C:12]2[CH2:11]1)([C:4]([CH3:7])([CH3:6])[CH3:5])([CH3:3])[CH3:2].[CH3:31][N:32]1[CH:36]=[C:35](B2OC(C)(C)C(C)(C)O2)[CH:34]=[N:33]1.C1(P(C2CCCCC2)C2CCCCC2)CCCCC1.P([O-])([O-])([O-])=O.[K+].[K+].[K+].